Dataset: Reaction yield outcomes from USPTO patents with 853,638 reactions. Task: Predict the reaction yield, written as a fraction of the theoretical maximum amount of product (1.0 means a 100% yield; for example, 0.34 means a 34% yield). The reactants are [F:1][C:2]1[CH:7]=[CH:6][C:5]([C:8]2[C:12]([C:13]3[N:14]=[CH:15][N:16]([C:18]4[CH:23]=[CH:22][C:21]([C:24](=[O:26])[CH3:25])=[CH:20][CH:19]=4)[CH:17]=3)=[C:11]([CH2:27][O:28]C)[O:10][N:9]=2)=[CH:4][CH:3]=1.B(Br)(Br)Br. The catalyst is ClCCl. The product is [F:1][C:2]1[CH:7]=[CH:6][C:5]([C:8]2[C:12]([C:13]3[N:14]=[CH:15][N:16]([C:18]4[CH:23]=[CH:22][C:21]([C:24](=[O:26])[CH3:25])=[CH:20][CH:19]=4)[CH:17]=3)=[C:11]([CH2:27][OH:28])[O:10][N:9]=2)=[CH:4][CH:3]=1. The yield is 0.150.